This data is from Full USPTO retrosynthesis dataset with 1.9M reactions from patents (1976-2016). The task is: Predict the reactants needed to synthesize the given product. (1) Given the product [Br:1][C:2]1[C:3]([C:13]2[CH:14]=[CH:15][C:16]([Cl:19])=[CH:17][CH:18]=2)=[CH:4][C:5]2[N:6]([C:9](=[O:12])[N:10]([CH2:38][C:39]3[CH:40]=[N:41][C:42]([C:45]([F:48])([F:46])[F:47])=[CH:43][CH:44]=3)[N:11]=2)[C:7]=1[CH3:8], predict the reactants needed to synthesize it. The reactants are: [Br:1][C:2]1[C:3]([C:13]2[CH:18]=[CH:17][C:16]([Cl:19])=[CH:15][CH:14]=2)=[CH:4][C:5]2[N:6]([C:9](=[O:12])[NH:10][N:11]=2)[C:7]=1[CH3:8].BrC1C2N(C(=O)N([CH2:38][C:39]3[CH:40]=[N:41][C:42]([C:45]([F:48])([F:47])[F:46])=[CH:43][CH:44]=3)N=2)C(C)=CC=1C1C=CC(Cl)=CC=1. (2) Given the product [Cl:10][C:11]1[C:12]([CH:17]([NH:34][C:39]([CH:35]2[CH2:38][CH2:37][CH2:36]2)=[O:40])[C:18]2[CH:27]=[C:26]3[C:21]([CH:22]=[CH:23][CH:24]=[N:25]3)=[CH:20][CH:19]=2)=[N:13][CH:14]=[CH:15][N:16]=1, predict the reactants needed to synthesize it. The reactants are: N(C(C)C)(C(C)C)CC.[Cl:10][C:11]1[C:12]([CH:17]([NH2:34])[C:18]2[CH:27]=[C:26]3[C:21]([CH:22]=[CH:23][C:24](C4C=CC=CC=4)=[N:25]3)=[CH:20][CH:19]=2)=[N:13][CH:14]=[CH:15][N:16]=1.[CH:35]1([C:39](Cl)=[O:40])[CH2:38][CH2:37][CH2:36]1. (3) Given the product [CH:25]1([NH:26][C:16](=[O:18])[C@H:15]([N:8]2[CH:7]=[CH:6][C:5]3[C:10](=[CH:11][CH:12]=[CH:13][C:4]=3[N+:1]([O-:3])=[O:2])[C:9]2=[O:14])[CH3:19])[CH2:23][CH2:24]1, predict the reactants needed to synthesize it. The reactants are: [N+:1]([C:4]1[CH:13]=[CH:12][CH:11]=[C:10]2[C:5]=1[CH:6]=[CH:7][N:8]([C@H:15]([CH3:19])[C:16]([OH:18])=O)[C:9]2=[O:14])([O-:3])=[O:2].Cl.CN(C)[CH2:23][CH2:24][CH2:25][N:26]=C=NCC.C(N(CC)C(C)C)(C)C.C1(N)CC1. (4) Given the product [O:4]1[C:12]2[CH:11]=[CH:10][N:9]=[C:8]([N:13]3[CH2:18][CH2:17][N:16]([CH2:19][CH2:20][C@H:21]4[CH2:26][CH2:25][C@H:24]([NH:27][C:31]([CH:28]5[CH2:30][CH2:29]5)=[O:32])[CH2:23][CH2:22]4)[CH2:15][CH2:14]3)[C:7]=2[CH2:6][CH2:5]1, predict the reactants needed to synthesize it. The reactants are: Cl.Cl.Cl.[O:4]1[C:12]2[CH:11]=[CH:10][N:9]=[C:8]([N:13]3[CH2:18][CH2:17][N:16]([CH2:19][CH2:20][C@H:21]4[CH2:26][CH2:25][C@H:24]([NH2:27])[CH2:23][CH2:22]4)[CH2:15][CH2:14]3)[C:7]=2[CH2:6][CH2:5]1.[CH:28]1([C:31](O)=[O:32])[CH2:30][CH2:29]1. (5) The reactants are: [CH3:1][O:2][C:3]1[C:24]([O:25][CH3:26])=[CH:23][C:6]2[N:7]([C:10]3[S:11][C:12]([C:21]#[N:22])=[C:13]([C:15]4[CH:20]=[CH:19][CH:18]=[CH:17][CH:16]=4)[N:14]=3)[CH:8]=[N:9][C:5]=2[CH:4]=1.[N-:27]=[N+:28]=[N-:29].[Na+].[Cl-].[NH4+].O. Given the product [CH3:1][O:2][C:3]1[C:24]([O:25][CH3:26])=[CH:23][C:6]2[N:7]([C:10]3[S:11][C:12]([C:21]4[NH:29][N:28]=[N:27][N:22]=4)=[C:13]([C:15]4[CH:20]=[CH:19][CH:18]=[CH:17][CH:16]=4)[N:14]=3)[CH:8]=[N:9][C:5]=2[CH:4]=1, predict the reactants needed to synthesize it. (6) Given the product [CH3:1][C:2]1[CH:3]=[CH:4][C:5]([CH2:6][CH:7]2[CH2:8][CH2:9][N:10]([CH2:13][CH2:14][C:15]#[C:20][C:21]3[CH:33]=[CH:32][C:24]([OH:40])=[CH:23][CH:22]=3)[CH2:11][CH2:12]2)=[CH:17][CH:18]=1, predict the reactants needed to synthesize it. The reactants are: [CH3:1][C:2]1[CH:18]=[CH:17][C:5]([CH2:6][CH:7]2[CH2:12][CH2:11][N:10]([CH:13](C)[C:14]#[CH:15])[CH2:9][CH2:8]2)=[CH:4][CH:3]=1.Cl.[CH3:20][C:21]1[CH:33]=[CH:32][C:24](CN2CCCCC2)=[CH:23][CH:22]=1.C#CC(CS([O-])(=O)=[O:40])C.C(=O)([O-])[O-].[K+].[K+]. (7) The reactants are: C([O:3][C:4](=[O:30])[C@H:5]([CH2:20][C:21]1[N:25]=[C:24]([S:26][CH2:27][CH2:28][CH3:29])[NH:23][CH:22]=1)[N:6](CC1C=CC=CC=1Cl)[C:7](=[O:11])[CH2:8][CH2:9][CH3:10])C.[CH2:31](O)[CH3:32].[OH-].[K+].[ClH:36]. Given the product [Cl:36][C:22]1[CH:21]=[CH:20][CH:5]=[CH:4][C:31]=1[CH2:32][N:25]1[C:21]([CH2:20][C@@H:5]([C:4]([OH:3])=[O:30])[NH:6][C:7](=[O:11])[CH2:8][CH2:9][CH3:10])=[CH:22][N:23]=[C:24]1[S:26][CH2:27][CH2:28][CH3:29], predict the reactants needed to synthesize it. (8) Given the product [O:1]1[CH2:6][CH2:5][N:4]([CH2:7][C:8]2[CH:9]=[CH:10][C:11]([NH2:14])=[N:12][CH:13]=2)[CH2:3][CH2:2]1, predict the reactants needed to synthesize it. The reactants are: [O:1]1[CH2:6][CH2:5][N:4]([CH2:7][C:8]2[CH:9]=[CH:10][C:11]([NH:14]C(=O)OC(C)(C)C)=[N:12][CH:13]=2)[CH2:3][CH2:2]1.C(O)(C(F)(F)F)=O. (9) Given the product [Si:1]([O:8][CH:9]([CH2:21][CH2:22][C:23]1[CH:24]=[CH:25][CH:26]=[CH:27][CH:28]=1)[CH2:10][CH2:11][C:12]1[CH:17]=[CH:16][C:15]([OH:18])=[C:14]([O:19][CH3:20])[CH:13]=1)([C:4]([CH3:7])([CH3:6])[CH3:5])([CH3:3])[CH3:2], predict the reactants needed to synthesize it. The reactants are: [Si:1]([O:8][CH:9]([CH2:21][CH2:22][C:23]1[CH:28]=[CH:27][CH:26]=[CH:25][CH:24]=1)/[CH:10]=[CH:11]/[C:12]1[CH:17]=[CH:16][C:15]([OH:18])=[C:14]([O:19][CH3:20])[CH:13]=1)([C:4]([CH3:7])([CH3:6])[CH3:5])([CH3:3])[CH3:2].[H][H]. (10) Given the product [C:18]([C:17]1[C:16]([N+:13]([O-:15])=[O:14])=[CH:23][CH:22]=[CH:21][C:20]=1[O:10][CH2:9][C:8]([CH3:11])([CH3:12])[CH2:7][NH:6][C:4]([NH:3][CH2:1][CH3:2])=[O:5])#[N:19], predict the reactants needed to synthesize it. The reactants are: [CH2:1]([NH:3][C:4]([NH:6][CH2:7][C:8]([CH3:12])([CH3:11])[CH2:9][OH:10])=[O:5])[CH3:2].[N+:13]([C:16]1[CH:23]=[CH:22][CH:21]=[C:20]([N+]([O-])=O)[C:17]=1[C:18]#[N:19])([O-:15])=[O:14].